This data is from Catalyst prediction with 721,799 reactions and 888 catalyst types from USPTO. The task is: Predict which catalyst facilitates the given reaction. Reactant: C(OC(=O)[NH:7][C:8]1[CH:13]=[CH:12][C:11]([CH2:14][N:15]2[CH2:19][CH2:18][C@@H:17]([OH:20])[CH2:16]2)=[CH:10][N:9]=1)(C)(C)C.Cl.CO. Product: [NH2:7][C:8]1[N:9]=[CH:10][C:11]([CH2:14][N:15]2[CH2:19][CH2:18][C@@H:17]([OH:20])[CH2:16]2)=[CH:12][CH:13]=1. The catalyst class is: 12.